Dataset: Full USPTO retrosynthesis dataset with 1.9M reactions from patents (1976-2016). Task: Predict the reactants needed to synthesize the given product. (1) Given the product [F:1][C:2]([F:11])([CH:5]([F:10])[C:6]([F:9])([F:7])[F:8])[C:3]([OH:13])=[O:4], predict the reactants needed to synthesize it. The reactants are: [F:1][C:2]([F:11])([CH:5]([F:10])[C:6]([F:9])([F:8])[F:7])[CH2:3][OH:4].[Cr](O[Cr]([O-])(=O)=O)([O-])(=O)=[O:13].[K+].[K+].S(=O)(=O)(O)O. (2) Given the product [F:3][C:4]1[CH:9]=[CH:8][C:7]([N:10]2[C:11](=[O:27])[CH2:12][C:13]3[C:14](=[CH:19][CH:20]=[C:21]([C:23]([O:25][CH3:26])=[O:24])[CH:22]=3)[C:15]2=[O:16])=[CH:6][CH:5]=1, predict the reactants needed to synthesize it. The reactants are: [H-].[Na+].[F:3][C:4]1[CH:9]=[CH:8][C:7]([NH:10][C:11](=[O:27])[CH2:12][C:13]2[CH:22]=[C:21]([C:23]([O:25][CH3:26])=[O:24])[CH:20]=[CH:19][C:14]=2[C:15](OC)=[O:16])=[CH:6][CH:5]=1. (3) Given the product [Cl:1][C:2]1[C:3](=[O:14])[N:15]([CH2:16][C:17]2[CH:18]=[N:19][CH:20]=[CH:21][CH:22]=2)[C:5](=[O:13])[C:6]=1[C:7]1[CH:8]=[CH:9][CH:10]=[CH:11][CH:12]=1, predict the reactants needed to synthesize it. The reactants are: [Cl:1][C:2]1[C:3](=[O:14])O[C:5](=[O:13])[C:6]=1[C:7]1[CH:12]=[CH:11][CH:10]=[CH:9][CH:8]=1.[NH2:15][CH2:16][C:17]1[CH:18]=[N:19][CH:20]=[CH:21][CH:22]=1. (4) Given the product [Br:9][C:10]1[CH:15]=[CH:14][C:13]([C:16]2[S:23][C:22]([SH:24])=[CH:19][C:18](=[O:20])[CH:17]=2)=[CH:12][CH:11]=1, predict the reactants needed to synthesize it. The reactants are: [Li+].CC([N-]C(C)C)C.[Br:9][C:10]1[CH:15]=[CH:14][C:13]([C:16](=O)[CH2:17][C:18](=[O:20])[CH3:19])=[CH:12][CH:11]=1.[C:22](=[S:24])=[S:23].O. (5) Given the product [Br:15][CH:10]1[C:9](=[O:14])[CH:8]([C:5]2[CH:4]=[CH:3][C:2]([Cl:1])=[CH:7][CH:6]=2)[CH2:13][CH2:12][CH2:11]1, predict the reactants needed to synthesize it. The reactants are: [Cl:1][C:2]1[CH:7]=[CH:6][C:5]([CH:8]2[CH2:13][CH2:12][CH2:11][CH2:10][C:9]2=[O:14])=[CH:4][CH:3]=1.[Br:15]Br. (6) Given the product [Br:17][C:18]1[CH:19]=[C:20]([NH:21][C:2]2[N:7]=[C:6]([C:8]([F:11])([F:10])[F:9])[CH:5]=[CH:4][N:3]=2)[CH:22]=[C:23]([CH3:25])[CH:24]=1, predict the reactants needed to synthesize it. The reactants are: Cl[C:2]1[N:7]=[C:6]([C:8]([F:11])([F:10])[F:9])[CH:5]=[CH:4][N:3]=1.CS(O)(=O)=O.[Br:17][C:18]1[CH:19]=[C:20]([CH:22]=[C:23]([CH3:25])[CH:24]=1)[NH2:21]. (7) The reactants are: [Cl:1][C:2]1[N:3]=[C:4]([N:12]2[CH2:16][CH2:15][C@H:14]([NH:17]C(=O)OC(C)(C)C)[CH2:13]2)[C:5]2[N:11]=[CH:10][CH:9]=[CH:8][C:6]=2[N:7]=1.[NH2:25][C:26]1[CH:27]=[C:28]([CH:31]=[C:32]([NH2:34])[CH:33]=1)[C:29]#[N:30].C(=O)([O-])[O-].[Cs+].[Cs+]. Given the product [ClH:1].[ClH:1].[NH2:25][C:26]1[CH:27]=[C:28]([CH:31]=[C:32]([NH:34][C:2]2[N:3]=[C:4]([N:12]3[CH2:16][CH2:15][C@H:14]([NH2:17])[CH2:13]3)[C:5]3[N:11]=[CH:10][CH:9]=[CH:8][C:6]=3[N:7]=2)[CH:33]=1)[C:29]#[N:30], predict the reactants needed to synthesize it.